Dataset: Peptide-MHC class II binding affinity with 134,281 pairs from IEDB. Task: Regression. Given a peptide amino acid sequence and an MHC pseudo amino acid sequence, predict their binding affinity value. This is MHC class II binding data. (1) The peptide sequence is QITKIQNFRVYYRDSRDPIW. The MHC is DRB1_0701 with pseudo-sequence DRB1_0701. The binding affinity (normalized) is 0.617. (2) The peptide sequence is QDPKNVYQRGTHPFS. The MHC is HLA-DQA10501-DQB10303 with pseudo-sequence HLA-DQA10501-DQB10303. The binding affinity (normalized) is 0.371. (3) The binding affinity (normalized) is 0.673. The MHC is DRB1_1001 with pseudo-sequence DRB1_1001. The peptide sequence is FSGVAATESAYLAYR. (4) The peptide sequence is EKKYFAAVQFEPLAA. The MHC is HLA-DPA10201-DPB11401 with pseudo-sequence HLA-DPA10201-DPB11401. The binding affinity (normalized) is 0.873. (5) The peptide sequence is DPDKDVDIMVRDGQL. The MHC is HLA-DQA10401-DQB10402 with pseudo-sequence HLA-DQA10401-DQB10402. The binding affinity (normalized) is 0.420. (6) The peptide sequence is IIGVLHQNFKDTSMQ. The MHC is HLA-DQA10102-DQB10501 with pseudo-sequence HLA-DQA10102-DQB10501. The binding affinity (normalized) is 0.483. (7) The peptide sequence is DIIFDIYFAILMMSC. The MHC is DRB1_0301 with pseudo-sequence DRB1_0301. The binding affinity (normalized) is 0.310. (8) The peptide sequence is LTHVKINDKCPSTGE. The MHC is DRB4_0101 with pseudo-sequence DRB4_0103. The binding affinity (normalized) is 0.150. (9) The peptide sequence is ESYKFIPALEAAVKQ. The MHC is DRB1_0301 with pseudo-sequence DRB1_0301. The binding affinity (normalized) is 0.331. (10) The peptide sequence is AFKVAATAANAAPDN. The MHC is DRB1_0401 with pseudo-sequence DRB1_0401. The binding affinity (normalized) is 0.998.